From a dataset of Full USPTO retrosynthesis dataset with 1.9M reactions from patents (1976-2016). Predict the reactants needed to synthesize the given product. (1) Given the product [O:1]1[C:5]2[C:6]3[C:7](=[CH:13][CH2:14][NH:15][C:23](=[O:25])[CH3:24])[CH2:8][CH2:9][C:10]=3[CH:11]=[CH:12][C:4]=2[N:3]=[CH:2]1, predict the reactants needed to synthesize it. The reactants are: [O:1]1[C:5]2[C:6]3[C:7](=[CH:13][CH2:14][NH2:15])[CH2:8][CH2:9][C:10]=3[CH:11]=[CH:12][C:4]=2[N:3]=[CH:2]1.C(N(CC)CC)C.[C:23](OC(=O)C)(=[O:25])[CH3:24].C(=O)([O-])O.[Na+]. (2) Given the product [CH:1]([C:4]1[CH:9]=[CH:8][C:7]([C:10]2[C:19]3[C:14](=[CH:15][CH:16]=[C:17]([O:20][CH2:21][C:22]#[CH:23])[CH:18]=3)[N:13]=[C:12]([C:24]3[NH:27][C:28]4[CH:29]=[CH:30][CH:31]=[C:32]5[C:37]=4[C:36]([N:38]=3)=[CH:35][CH:34]=[CH:33]5)[N:11]=2)=[CH:6][CH:5]=1)([CH3:3])[CH3:2], predict the reactants needed to synthesize it. The reactants are: [CH:1]([C:4]1[CH:9]=[CH:8][C:7]([C:10]2[C:19]3[C:14](=[CH:15][CH:16]=[C:17]([O:20][CH2:21][C:22]#[CH:23])[CH:18]=3)[N:13]=[C:12]([C:24](O)=O)[N:11]=2)=[CH:6][CH:5]=1)([CH3:3])[CH3:2].[NH2:27][C:28]1[C:37]2[C:32](=[CH:33][CH:34]=[CH:35][C:36]=2[NH2:38])[CH:31]=[CH:30][CH:29]=1.F[P-](F)(F)(F)(F)F.N1(O[P+](N(C)C)(N(C)C)N(C)C)C2C=CC=CC=2N=N1.C(N(C(C)C)C(C)C)C. (3) The reactants are: [Cl:1][C:2]1[C:7]([Cl:8])=[C:6]([C:9]2[CH:14]=[CH:13][C:12]([Cl:15])=[CH:11][CH:10]=2)[N:5]=[C:4]([C:16]([OH:18])=O)[CH:3]=1.S(Cl)([Cl:21])=O.CN(C)C=O.CN(C1C=CC=CN=1)C. Given the product [Cl:1][C:2]1[C:7]([Cl:8])=[C:6]([C:9]2[CH:14]=[CH:13][C:12]([Cl:15])=[CH:11][CH:10]=2)[N:5]=[C:4]([C:16]([Cl:21])=[O:18])[CH:3]=1, predict the reactants needed to synthesize it.